The task is: Predict the reaction yield, written as a fraction of the theoretical maximum amount of product (1.0 means a 100% yield; for example, 0.34 means a 34% yield).. This data is from Reaction yield outcomes from USPTO patents with 853,638 reactions. (1) The yield is 0.120. The reactants are [NH2:1][C:2]([CH3:7])([CH2:5][OH:6])[CH2:3][OH:4].[Br:8][C:9]1[CH:10]=[C:11]([S:15](Cl)(=[O:17])=[O:16])[CH:12]=[CH:13][CH:14]=1. The product is [Br:8][C:9]1[CH:10]=[C:11]([S:15]([NH:1][C:2]([CH2:5][OH:6])([CH3:7])[CH2:3][OH:4])(=[O:17])=[O:16])[CH:12]=[CH:13][CH:14]=1. No catalyst specified. (2) The reactants are Cl[CH2:2][C:3]([NH:5][C:6]1[S:7][C:8]2[C:13]([N:14]=1)=[CH:12][CH:11]=[C:10]([O:15][C:16]1[CH:17]=[C:18]([NH:23][C:24](=[O:35])[C:25]3[CH:30]=[CH:29][CH:28]=[C:27]([C:31]([F:34])([F:33])[F:32])[CH:26]=3)[CH:19]=[CH:20][C:21]=1[CH3:22])[N:9]=2)=[O:4].C(N(CC)CC)C.[CH3:43][N:44]1[CH2:49][CH2:48][NH:47][CH2:46][CH2:45]1.C(=O)([O-])O.[Na+]. The catalyst is O1CCCC1. The product is [CH3:22][C:21]1[CH:20]=[CH:19][C:18]([NH:23][C:24](=[O:35])[C:25]2[CH:30]=[CH:29][CH:28]=[C:27]([C:31]([F:33])([F:32])[F:34])[CH:26]=2)=[CH:17][C:16]=1[O:15][C:10]1[N:9]=[C:8]2[S:7][C:6]([NH:5][C:3](=[O:4])[CH2:2][N:47]3[CH2:48][CH2:49][N:44]([CH3:43])[CH2:45][CH2:46]3)=[N:14][C:13]2=[CH:12][CH:11]=1. The yield is 0.550. (3) The yield is 0.840. The reactants are FC(F)(F)S([O:6][Si:7]([C:10]([CH3:13])([CH3:12])[CH3:11])([CH3:9])[CH3:8])(=O)=O.O[C:17]1([C:31]2[S:32][CH:33]=[CH:34][N:35]=2)[CH2:26][CH2:25][CH2:24][C:23]2[CH:22]=[C:21]([C:27]([O:29][CH3:30])=[O:28])[CH:20]=[CH:19][C:18]1=2.O. The catalyst is C(Cl)Cl. The product is [Si:7]([O:6][C:17]1([C:31]2[S:32][CH:33]=[CH:34][N:35]=2)[CH2:26][CH2:25][CH2:24][C:23]2[CH:22]=[C:21]([C:27]([O:29][CH3:30])=[O:28])[CH:20]=[CH:19][C:18]1=2)([C:10]([CH3:11])([CH3:12])[CH3:13])([CH3:8])[CH3:9]. (4) The reactants are [C:1]1([S:7]([C:10]2[CH:22]=[CH:21][C:13]3[NH:14][C:15](=O)[C:16]([CH3:19])([CH3:18])[O:17][C:12]=3[CH:11]=2)(=[O:9])=[O:8])[CH:6]=[CH:5][CH:4]=[CH:3][CH:2]=1.Cl.C(=O)(O)[O-].[Na+].C(=O)([O-])[O-].[K+].[K+]. The catalyst is C1COCC1.C(OCC)(=O)C. The product is [C:1]1([S:7]([C:10]2[CH:22]=[CH:21][C:13]3[NH:14][CH2:15][C:16]([CH3:18])([CH3:19])[O:17][C:12]=3[CH:11]=2)(=[O:9])=[O:8])[CH:6]=[CH:5][CH:4]=[CH:3][CH:2]=1. The yield is 0.940. (5) The reactants are [Cl:1][C:2]1[CH:10]=[C:9]([CH:11]([CH3:13])[CH3:12])[CH:8]=[CH:7][C:3]=1[C:4]([OH:6])=O.F[P-](F)(F)(F)(F)F.N1(OC(N(C)C)=[N+](C)C)C2N=CC=CC=2N=N1.C(N(CC)CC)C.[NH2:45][CH2:46][C:47]1[C:48]([OH:55])=[N:49][C:50]([CH3:54])=[CH:51][C:52]=1[CH3:53]. The catalyst is ClCCl. The product is [Cl:1][C:2]1[CH:10]=[C:9]([CH:11]([CH3:13])[CH3:12])[CH:8]=[CH:7][C:3]=1[C:4]([NH:45][CH2:46][C:47]1[C:48]([OH:55])=[N:49][C:50]([CH3:54])=[CH:51][C:52]=1[CH3:53])=[O:6]. The yield is 0.239. (6) The reactants are [OH-].[Na+].[Cl:3][C:4]1[CH:5]=[CH:6][C:7]([NH:14][C:15](=[O:28])[CH2:16][C:17]2[CH:22]=[CH:21][CH:20]=[C:19]([C:23]3[CH:27]=[CH:26][O:25][CH:24]=3)[CH:18]=2)=[C:8]([CH:13]=1)[C:9]([O:11]C)=[O:10].Cl. The catalyst is C1COCC1. The product is [Cl:3][C:4]1[CH:5]=[CH:6][C:7]([NH:14][C:15](=[O:28])[CH2:16][C:17]2[CH:22]=[CH:21][CH:20]=[C:19]([C:23]3[CH:27]=[CH:26][O:25][CH:24]=3)[CH:18]=2)=[C:8]([CH:13]=1)[C:9]([OH:11])=[O:10]. The yield is 0.880.